This data is from Full USPTO retrosynthesis dataset with 1.9M reactions from patents (1976-2016). The task is: Predict the reactants needed to synthesize the given product. (1) Given the product [F:1][C:2]1[CH:8]=[CH:7][C:5]([NH:6][C:15](=[O:20])[C:16]([CH3:19])([CH3:18])[CH3:17])=[CH:4][CH:3]=1, predict the reactants needed to synthesize it. The reactants are: [F:1][C:2]1[CH:8]=[CH:7][C:5]([NH2:6])=[CH:4][CH:3]=1.N1C=CC=CC=1.[C:15](Cl)(=[O:20])[C:16]([CH3:19])([CH3:18])[CH3:17]. (2) Given the product [Cl:13][C:14]1[N:19]=[C:18]([C:7]2[CH:8]=[CH:9][C:4]([CH:1]([CH3:3])[CH3:2])=[CH:5][CH:6]=2)[N:17]=[C:16]([O:21][CH3:22])[N:15]=1, predict the reactants needed to synthesize it. The reactants are: [CH:1]([C:4]1[CH:9]=[CH:8][C:7](B(O)O)=[CH:6][CH:5]=1)([CH3:3])[CH3:2].[Cl:13][C:14]1[N:19]=[C:18](Cl)[N:17]=[C:16]([O:21][CH3:22])[N:15]=1.C(=O)([O-])[O-].[Na+].[Na+].O. (3) Given the product [Br:28][CH2:27][CH2:26][CH2:25][CH2:24][CH2:23][C:13]([CH3:14])([C:15]1[CH:20]=[CH:19][CH:18]=[CH:17][CH:16]=1)[C:12]([O:11][CH2:9][CH3:10])=[O:21], predict the reactants needed to synthesize it. The reactants are: [Li+].CC([N-]C(C)C)C.[CH2:9]([O:11][C:12](=[O:21])[CH:13]([C:15]1[CH:20]=[CH:19][CH:18]=[CH:17][CH:16]=1)[CH3:14])[CH3:10].Br[CH2:23][CH2:24][CH2:25][CH2:26][CH2:27][Br:28].[NH4+].[Cl-]. (4) Given the product [ClH:1].[O:34]1[C:27]2[CH:32]=[CH:31][CH:30]=[CH:29][C:28]=2[C:24]([CH:21]2[CH2:22][CH2:23][N:18]([CH2:2][CH2:3][CH2:4][CH2:5][O:6][C:7]3[CH:16]=[C:15]4[C:10]([CH2:11][CH2:12][C:13](=[O:17])[NH:14]4)=[CH:9][CH:8]=3)[CH2:19][CH2:20]2)=[N:25]1, predict the reactants needed to synthesize it. The reactants are: [Cl:1][CH2:2][CH2:3][CH2:4][CH2:5][O:6][C:7]1[CH:16]=[C:15]2[C:10]([CH2:11][CH2:12][C:13](=[O:17])[NH:14]2)=[CH:9][CH:8]=1.[NH:18]1[CH2:23][CH2:22][CH:21]([C:24]2[C:28]3[CH:29]=[CH:30][CH:31]=[CH:32][C:27]=3S[N:25]=2)[CH2:20][CH2:19]1.C(=O)([O-])[O-:34].[K+].[K+].Cl.CCO. (5) The reactants are: Cl.[Cl:2][C:3]1[CH:4]=[C:5]([NH:18][C:19]2[C:24](I)=[CH:23][N:22]=[CH:21][N:20]=2)[CH:6]=[CH:7][C:8]=1[O:9][CH2:10][C:11]1[CH:16]=[CH:15][CH:14]=[C:13]([F:17])[CH:12]=1.I[C:27]1[CH:32]=[CH:31][N:30]=[C:29](Cl)N=1.N[C:35]1[CH:40]=CC=C[CH:36]=1. Given the product [Cl:2][C:3]1[CH:4]=[C:5]([NH:18][C:19]2[C:24](/[CH:36]=[CH:35]/[C:40]3[CH:29]=[N:30][CH:31]=[CH:32][CH:27]=3)=[CH:23][N:22]=[CH:21][N:20]=2)[CH:6]=[CH:7][C:8]=1[O:9][CH2:10][C:11]1[CH:16]=[CH:15][CH:14]=[C:13]([F:17])[CH:12]=1, predict the reactants needed to synthesize it.